The task is: Predict the reactants needed to synthesize the given product.. This data is from Full USPTO retrosynthesis dataset with 1.9M reactions from patents (1976-2016). Given the product [Br:7][C:8]1[CH:15]=[CH:14][C:11](/[CH:12]=[CH:17]/[C:18]([O:4][CH2:2][CH3:5])=[O:19])=[CH:10][CH:9]=1, predict the reactants needed to synthesize it. The reactants are: C[C:2]([CH3:5])([O-:4])C.[K+].[Br:7][C:8]1[CH:15]=[CH:14][C:11]([CH:12]=O)=[CH:10][CH:9]=1.C1C[O:19][CH2:18][CH2:17]1.